This data is from Reaction yield outcomes from USPTO patents with 853,638 reactions. The task is: Predict the reaction yield, written as a fraction of the theoretical maximum amount of product (1.0 means a 100% yield; for example, 0.34 means a 34% yield). (1) The reactants are [CH:1]1([CH2:7][NH:8][C:9](=[O:13])[O:10][CH2:11][CH3:12])[CH2:6][CH2:5][CH:4]=[CH:3][CH2:2]1.C=O.[C:16](=O)([O-])[O-:17].[K+].[K+].C(=O)([O-])[O-].[Cs+].[Cs+]. The catalyst is C1COCC1. The product is [OH:17][CH2:16][N:8]([CH2:7][CH:1]1[CH2:6][CH2:5][CH:4]=[CH:3][CH2:2]1)[C:9](=[O:13])[O:10][CH2:11][CH3:12]. The yield is 0.610. (2) The reactants are Br[CH2:2][C:3]([C:5]1[C:10]([CH3:11])=[CH:9][C:8]([O:12][CH3:13])=[CH:7][C:6]=1[CH3:14])=O.[NH2:15][C:16]([NH2:18])=[S:17]. The catalyst is CCO. The product is [CH3:13][O:12][C:8]1[CH:9]=[C:10]([CH3:11])[C:5]([C:3]2[N:15]=[C:16]([NH2:18])[S:17][CH:2]=2)=[C:6]([CH3:14])[CH:7]=1. The yield is 0.660. (3) The reactants are [Br:1][C:2]1[CH:3]=[CH:4][C:5]([CH:8]2[CH2:13][CH2:12][NH:11][CH2:10][CH2:9]2)=[N:6][CH:7]=1.[CH3:14][C:15](=O)[CH3:16].Cl. The catalyst is C(O)(=O)C.CO. The product is [Br:1][C:2]1[CH:3]=[CH:4][C:5]([CH:8]2[CH2:13][CH2:12][N:11]([CH:15]([CH3:16])[CH3:14])[CH2:10][CH2:9]2)=[N:6][CH:7]=1. The yield is 0.820. (4) The product is [NH:28]1[C:29]2[C:34](=[CH:33][CH:32]=[CH:31][CH:30]=2)[C:26]([CH:22]([CH2:21][C:11]2[CH:12]=[C:13]([C:14]3[CH:19]=[CH:18][C:17]([CH3:20])=[CH:16][CH:15]=3)[N:9]([C:6]3[CH:5]=[CH:4][C:3]([O:2][CH3:1])=[CH:8][CH:7]=3)[N:10]=2)[C:23]([OH:25])=[O:24])=[CH:27]1. The catalyst is C1COCC1.CCOC(C)=O. The yield is 0.850. The reactants are [CH3:1][O:2][C:3]1[CH:8]=[CH:7][C:6]([N:9]2[C:13]([C:14]3[CH:19]=[CH:18][C:17]([CH3:20])=[CH:16][CH:15]=3)=[CH:12][C:11]([CH2:21][CH:22]([C:26]3[C:34]4[C:29](=[CH:30][CH:31]=[CH:32][CH:33]=4)[N:28](COCC[Si](C)(C)C)[CH:27]=3)[C:23]([OH:25])=[O:24])=[N:10]2)=[CH:5][CH:4]=1.CCCC[N+](CCCC)(CCCC)CCCC.[F-]. (5) The reactants are C([O:8][N:9]([CH2:12][CH:13]1[CH:17]([CH2:18][CH2:19][CH2:20][CH3:21])[CH2:16][N:15]([CH2:22][C:23]2[CH:28]=[CH:27][C:26]([OH:29])=[CH:25][CH:24]=2)[C:14]1=[O:30])[CH:10]=[O:11])C1C=CC=CC=1. The catalyst is CO.[Pd]. The product is [CH2:18]([CH:17]1[CH2:16][N:15]([CH2:22][C:23]2[CH:28]=[CH:27][C:26]([OH:29])=[CH:25][CH:24]=2)[C:14](=[O:30])[CH:13]1[CH2:12][N:9]([OH:8])[CH:10]=[O:11])[CH2:19][CH2:20][CH3:21]. The yield is 0.700. (6) The reactants are [Br:1][C:2]1[N:7]=[C:6](Cl)[C:5]2[N:9]=[CH:10][NH:11][C:4]=2[CH:3]=1.[CH3:12][C@@H:13]1[CH2:18][O:17][CH2:16][CH2:15][NH:14]1. The catalyst is CN1C(=O)CCC1. The product is [Br:1][C:2]1[N:7]=[C:6]([N:14]2[CH2:15][CH2:16][O:17][CH2:18][C@H:13]2[CH3:12])[C:5]2[N:9]=[CH:10][NH:11][C:4]=2[CH:3]=1. The yield is 0.580. (7) The reactants are [CH3:1][S:2]([C:5]1[CH:6]=[CH:7][C:8]([O:14][CH:15]([CH3:20])[C:16]([F:19])([F:18])[F:17])=[C:9]([CH:13]=1)[C:10]([OH:12])=O)(=[O:4])=[O:3].[N:21]1([C:27]2[S:28][C:29]([C:32]#[N:33])=[CH:30][N:31]=2)[CH2:26][CH2:25][NH:24][CH2:23][CH2:22]1. No catalyst specified. The product is [CH3:1][S:2]([C:5]1[CH:6]=[CH:7][C:8]([O:14][CH:15]([CH3:20])[C:16]([F:19])([F:18])[F:17])=[C:9]([CH:13]=1)[C:10]([N:24]1[CH2:25][CH2:26][N:21]([C:27]2[S:28][C:29]([C:32]#[N:33])=[CH:30][N:31]=2)[CH2:22][CH2:23]1)=[O:12])(=[O:3])=[O:4]. The yield is 0.590. (8) The reactants are [CH2:1]([N:8]1[C:16]2[CH:15]=[CH:14][CH:13]=[C:12]([OH:17])[C:11]=2[CH:10]=[C:9]1[CH3:18])[C:2]1[CH:7]=[CH:6][CH:5]=[CH:4][CH:3]=1.[H-].[Na+].[CH2:21]([O:23][C:24](=[O:28])[CH:25]([F:27])Br)[CH3:22]. The catalyst is CN(C)C=O.C(OCC)(=O)C. The product is [CH2:21]([O:23][C:24](=[O:28])[CH:25]([O:17][C:12]1[CH:13]=[CH:14][CH:15]=[C:16]2[C:11]=1[CH:10]=[C:9]([CH3:18])[N:8]2[CH2:1][C:2]1[CH:3]=[CH:4][CH:5]=[CH:6][CH:7]=1)[F:27])[CH3:22]. The yield is 0.320. (9) The product is [CH:16]1([CH2:22][N:24]2[C:32]3[C:27](=[CH:28][C:29]([S:33]([NH2:36])(=[O:35])=[O:34])=[CH:30][CH:31]=3)[CH2:26][CH2:25]2)[CH2:17][CH2:18][CH2:19][CH2:20][CH2:21]1. No catalyst specified. The reactants are C(N1C2C(=CC(S(N)(=O)=O)=CC=2)CC1)C.[CH:16]1([C:22]([N:24]2[C:32]3[C:27](=[CH:28][C:29]([S:33]([NH2:36])(=[O:35])=[O:34])=[CH:30][CH:31]=3)[CH2:26][CH2:25]2)=O)[CH2:21][CH2:20][CH2:19][CH2:18][CH2:17]1. The yield is 0.570.